From a dataset of Forward reaction prediction with 1.9M reactions from USPTO patents (1976-2016). Predict the product of the given reaction. (1) Given the reactants [H-].[Al+3].[Li+].[H-].[H-].[H-].[CH2:7]([O:9][C:10]1[CH:15]=[CH:14][C:13]([CH2:16][CH2:17][CH:18]=[O:19])=[C:12]([F:20])[C:11]=1[F:21])[CH3:8].C(OCC)(=O)C.N, predict the reaction product. The product is: [CH2:7]([O:9][C:10]1[CH:15]=[CH:14][C:13]([CH2:16][CH2:17][CH2:18][OH:19])=[C:12]([F:20])[C:11]=1[F:21])[CH3:8]. (2) Given the reactants [OH:1][CH2:2][C@H:3]([C:22]1[CH:27]=[CH:26][CH:25]=[CH:24][CH:23]=1)[CH:4]([C:12]1[CH:21]=[CH:20][C:19]2[C:14](=[CH:15][CH:16]=[CH:17][CH:18]=2)[CH:13]=1)[CH2:5][NH:6][C:7](=O)OCC.[H-].[H-].[H-].[H-].[Li+].[Al+3].Cl.C1(C2CO2)C=CC=CC=1, predict the reaction product. The product is: [CH3:7][NH:6][CH2:5][CH:4]([C:12]1[CH:21]=[CH:20][C:19]2[C:14](=[CH:15][CH:16]=[CH:17][CH:18]=2)[CH:13]=1)[C@@H:3]([C:22]1[CH:27]=[CH:26][CH:25]=[CH:24][CH:23]=1)[CH2:2][OH:1]. (3) Given the reactants [CH2:1]([O:3][C:4]([C:6]1[N:7]([C:22]2[CH:23]=[N:24][CH:25]=[N:26][CH:27]=2)[C:8]2[C:13]([CH:14]=1)=[CH:12][C:11]([O:15][CH:16]1[CH2:21][CH2:20][NH:19][CH2:18][CH2:17]1)=[CH:10][CH:9]=2)=[O:5])[CH3:2].[CH3:28][C:29]([CH3:31])=O, predict the reaction product. The product is: [CH2:1]([O:3][C:4]([C:6]1[N:7]([C:22]2[CH:23]=[N:24][CH:25]=[N:26][CH:27]=2)[C:8]2[C:13]([CH:14]=1)=[CH:12][C:11]([O:15][CH:16]1[CH2:21][CH2:20][N:19]([CH:29]([CH3:31])[CH3:28])[CH2:18][CH2:17]1)=[CH:10][CH:9]=2)=[O:5])[CH3:2]. (4) Given the reactants [Cl:1][C:2]1[C:3]([F:42])=[C:4]([C@@H:8]2[C@:12]([C:15]3[CH:20]=[CH:19][C:18]([Cl:21])=[CH:17][C:16]=3[F:22])([C:13]#[N:14])[C@H:11]([CH2:23][C:24]([CH3:27])([CH3:26])[CH3:25])[NH:10][C@H:9]2[C:28]([NH:30][C:31]2[CH:39]=[CH:38][C:34]([C:35]([OH:37])=[O:36])=[CH:33][C:32]=2[O:40][CH3:41])=[O:29])[CH:5]=[CH:6][CH:7]=1.C(=O)([O-])[O-].[Cs+].[Cs+].CN(C)C=O.Cl[CH2:55][C:56]([N:58]1[CH2:63][CH2:62][O:61][CH2:60][CH2:59]1)=[O:57], predict the reaction product. The product is: [N:58]1([C:56](=[O:57])[CH2:55][O:36][C:35](=[O:37])[C:34]2[CH:38]=[CH:39][C:31]([NH:30][C:28]([C@H:9]3[C@H:8]([C:4]4[CH:5]=[CH:6][CH:7]=[C:2]([Cl:1])[C:3]=4[F:42])[C@:12]([C:15]4[CH:20]=[CH:19][C:18]([Cl:21])=[CH:17][C:16]=4[F:22])([C:13]#[N:14])[C@H:11]([CH2:23][C:24]([CH3:26])([CH3:27])[CH3:25])[NH:10]3)=[O:29])=[C:32]([O:40][CH3:41])[CH:33]=2)[CH2:63][CH2:62][O:61][CH2:60][CH2:59]1.